The task is: Regression. Given a peptide amino acid sequence and an MHC pseudo amino acid sequence, predict their binding affinity value. This is MHC class II binding data.. This data is from Peptide-MHC class II binding affinity with 134,281 pairs from IEDB. The peptide sequence is FRDRARVPLTSNNGI. The MHC is HLA-DQA10101-DQB10501 with pseudo-sequence HLA-DQA10101-DQB10501. The binding affinity (normalized) is 0.0935.